From a dataset of Reaction yield outcomes from USPTO patents with 853,638 reactions. Predict the reaction yield, written as a fraction of the theoretical maximum amount of product (1.0 means a 100% yield; for example, 0.34 means a 34% yield). (1) The reactants are [CH3:1][C:2]1[CH2:8][CH:7]([C@H:9]([C@@H:11]2[C@@:15]3([CH3:33])[CH2:16][CH2:17][C@@H:18]4[C@@:23]5([CH3:31])[C:24]([CH2:26][C@H:27]([OH:30])[C@H:28]([OH:29])[C@@:22]65[O:32][C@@H:21]6[CH2:20][C@H:19]4[C@@H:14]3[CH2:13][CH2:12]2)=[O:25])[CH3:10])[O:6][C:4](=[O:5])[C:3]=1[CH2:34][O:35][C@@H]1O[C@H](CO)[C@@H](O)[C@H](O)[C@H]1O.CC1C[C@H]([C@H]([C@@H]2[C@@]3(C)CC[C@@H]4[C@@]5(C)[C@@H](O)C[C@H](O[C@@H]6O[C@H](CO)[C@@H](O)[C@H](O)[C@H]6O)[C@H](O)[C@@]65O[C@@H]6C[C@H]4[C@@H]3CC2O)C)OC(=O)C=1CO. No catalyst specified. The product is [CH3:1][C:2]1[CH2:8][C@H:7]([C@H:9]([C@@H:11]2[C@@:15]3([CH3:33])[CH2:16][CH2:17][C@@H:18]4[C@@:23]5([CH3:31])[C:24]([CH2:26][C@H:27]([OH:30])[C@H:28]([OH:29])[C@@:22]65[O:32][C@@H:21]6[CH2:20][C@H:19]4[C@@H:14]3[CH2:13][CH2:12]2)=[O:25])[CH3:10])[O:6][C:4](=[O:5])[C:3]=1[CH2:34][OH:35]. The yield is 0.00130. (2) The reactants are [Li]CCCC.[CH3:6][N:7]1[CH:11]=[CH:10][N:9]=[CH:8]1.Cl[Si](CC)(CC)CC.[Cl:20][C:21]1[CH:22]=[C:23]([C:27]2[C:36]3[C:31](=[CH:32][CH:33]=[C:34]([C:37]([C:39]4[CH:43]=[CH:42][O:41][CH:40]=4)=[O:38])[CH:35]=3)[N:30]([CH3:44])[C:29](=[O:45])[CH:28]=2)[CH:24]=[CH:25][CH:26]=1. The catalyst is C1COCC1. The product is [Cl:20][C:21]1[CH:22]=[C:23]([C:27]2[C:36]3[C:31](=[CH:32][CH:33]=[C:34]([C:37]([C:39]4[CH:43]=[CH:42][O:41][CH:40]=4)([OH:38])[C:11]4[N:7]([CH3:6])[CH:8]=[N:9][CH:10]=4)[CH:35]=3)[N:30]([CH3:44])[C:29](=[O:45])[CH:28]=2)[CH:24]=[CH:25][CH:26]=1. The yield is 0.122. (3) The reactants are [CH2:1]([N:3]([CH2:17][CH2:18]O)[CH:4]1[CH2:9][CH2:8][N:7]([C:10]([O:12][C:13]([CH3:16])([CH3:15])[CH3:14])=[O:11])[CH2:6][CH2:5]1)[CH3:2].C(Br)(Br)(Br)[Br:21]. The catalyst is C(Cl)Cl. The product is [Br:21][CH2:18][CH2:17][N:3]([CH2:1][CH3:2])[CH:4]1[CH2:9][CH2:8][N:7]([C:10]([O:12][C:13]([CH3:16])([CH3:15])[CH3:14])=[O:11])[CH2:6][CH2:5]1. The yield is 0.270. (4) The reactants are [Cl:1][C:2](Cl)(Cl)[C:3](=N)[O:4][C@H:5]1[O:22][C@H:21]([CH2:23][O:24][C:25](=[O:27])[CH3:26])[C@@H:16]([O:17][C:18](=[O:20])[CH3:19])[C@H:11]([O:12][C:13](=[O:15])[CH3:14])[C@@H:6]1[O:7][C:8](=[O:10])[CH3:9].ClC1[CH:37]=[C:36]([I:38])[CH:35]=[C:34]([Cl:39])C=1O.[Si](OS(C(F)(F)F)(=O)=O)(C)(C)C. The catalyst is C(Cl)Cl. The product is [C:8]([O:7][C@H:6]1[C@@H:11]([O:12][C:13](=[O:15])[CH3:14])[C@H:16]([O:17][C:18](=[O:20])[CH3:19])[C@@H:21]([CH2:23][O:24][C:25](=[O:27])[CH3:26])[O:22][C@@H:5]1[O:4][C:3]1[C:34]([Cl:39])=[CH:35][C:36]([I:38])=[CH:37][C:2]=1[Cl:1])(=[O:10])[CH3:9]. The yield is 0.370.